Dataset: Forward reaction prediction with 1.9M reactions from USPTO patents (1976-2016). Task: Predict the product of the given reaction. The product is: [CH3:45][C:43]1[O:42][N:41]=[C:40]([NH:5][S:6]([C:9]2[CH:13]=[C:12]([CH3:14])[S:11][C:10]=2[C:15]2[CH:16]=[CH:17][C:18]([CH2:21][N:22]3[C:30]4[CH:29]=[C:28]([CH2:31][CH3:32])[N:27]=[C:26]([CH3:33])[C:25]=4[C:24]([C:34]4[CH:39]=[CH:38][CH:37]=[CH:36][CH:35]=4)=[N:23]3)=[CH:19][CH:20]=2)(=[O:8])=[O:7])[CH:44]=1. Given the reactants C(OC[N:5]([C:40]1[CH:44]=[C:43]([CH3:45])[O:42][N:41]=1)[S:6]([C:9]1[CH:13]=[C:12]([CH3:14])[S:11][C:10]=1[C:15]1[CH:20]=[CH:19][C:18]([CH2:21][N:22]2[C:30]3[CH:29]=[C:28]([CH2:31][CH3:32])[N:27]=[C:26]([CH3:33])[C:25]=3[C:24]([C:34]3[CH:39]=[CH:38][CH:37]=[CH:36][CH:35]=3)=[N:23]2)=[CH:17][CH:16]=1)(=[O:8])=[O:7])C.Cl, predict the reaction product.